Dataset: Reaction yield outcomes from USPTO patents with 853,638 reactions. Task: Predict the reaction yield, written as a fraction of the theoretical maximum amount of product (1.0 means a 100% yield; for example, 0.34 means a 34% yield). (1) The reactants are C(N(CC)CC)C.Br.[Br:9][CH2:10][CH2:11][CH2:12][NH2:13].[CH:14]1[C:19]([CH:20]=O)=[CH:18][C:17]2[O:22][CH2:23][O:24][C:16]=2[CH:15]=1.C(O[BH-](OC(=O)C)OC(=O)C)(=O)C.[Na+].C([O-])([O-])=O.[K+].[K+]. The catalyst is C(Cl)Cl.[Cl-].[Na+].O.O. The product is [O:24]1[C:16]2[CH:15]=[CH:14][C:19]([CH2:20][NH:13][CH2:12][CH2:11][CH2:10][Br:9])=[CH:18][C:17]=2[O:22][CH2:23]1. The yield is 0.530. (2) The reactants are [NH2:1][C:2]1[CH:3]=[C:4]2[C:8](=[CH:9][CH:10]=1)[NH:7][CH:6]=[C:5]2[CH:11]1[CH2:15][CH2:14][CH:13]([N:16]([CH2:24][CH3:25])[C:17](=[O:23])[O:18][C:19]([CH3:22])([CH3:21])[CH3:20])[CH2:12]1.I.[S:27]1[CH:31]=[CH:30][CH:29]=[C:28]1[C:32](SC)=[NH:33]. The catalyst is CCO. The product is [CH2:24]([N:16]([CH:13]1[CH2:14][CH2:15][CH:11]([C:5]2[C:4]3[C:8](=[CH:9][CH:10]=[C:2]([NH:1][C:32]([C:28]4[S:27][CH:31]=[CH:30][CH:29]=4)=[NH:33])[CH:3]=3)[NH:7][CH:6]=2)[CH2:12]1)[C:17](=[O:23])[O:18][C:19]([CH3:20])([CH3:21])[CH3:22])[CH3:25]. The yield is 0.800. (3) The reactants are [Br:1][C:2]1[S:6][C:5]([C:7]2([OH:17])[CH2:16][CH2:15][C:10]3(OCC[O:11]3)[CH2:9][CH2:8]2)=[N:4][CH:3]=1.Cl.[OH-].[Na+]. The catalyst is C1COCC1.CCOC(C)=O. The product is [Br:1][C:2]1[S:6][C:5]([C:7]2([OH:17])[CH2:8][CH2:9][C:10](=[O:11])[CH2:15][CH2:16]2)=[N:4][CH:3]=1. The yield is 0.870. (4) The reactants are CCN(C(C)C)C(C)C.[Cl:10][C:11]1[N:16]=[CH:15][CH:14]=[C:13]([C:17]([OH:19])=O)[CH:12]=1.C1C=CC2N(O)N=NC=2C=1.CCN=C=NCCCN(C)C.[O:41]=[C:42]([N:59]1[CH2:64][CH2:63][NH:62][CH2:61][CH2:60]1)[CH2:43][NH:44][C:45]([C:47]1[CH:52]=[CH:51][C:50]([C:53]2[CH:58]=[CH:57][CH:56]=[CH:55][CH:54]=2)=[CH:49][CH:48]=1)=[O:46]. The catalyst is CN(C=O)C.O. The product is [Cl:10][C:11]1[CH:12]=[C:13]([C:17]([N:62]2[CH2:61][CH2:60][N:59]([C:42](=[O:41])[CH2:43][NH:44][C:45]([C:47]3[CH:52]=[CH:51][C:50]([C:53]4[CH:58]=[CH:57][CH:56]=[CH:55][CH:54]=4)=[CH:49][CH:48]=3)=[O:46])[CH2:64][CH2:63]2)=[O:19])[CH:14]=[CH:15][N:16]=1. The yield is 0.492. (5) The reactants are C(N)(=O)CCC.[OH:7][NH:8][C:9](=[O:40])[C@:10]([CH3:39])([S:35]([CH3:38])(=[O:37])=[O:36])[CH2:11][CH2:12][N:13]1[CH:18]=[CH:17][C:16]([C:19]2[CH:24]=[CH:23][C:22]([O:25][CH2:26][C@H:27]3[CH2:32][CH2:31][C@@H:30]([OH:33])[CH2:29][CH2:28]3)=[CH:21][CH:20]=2)=[CH:15][C:14]1=[O:34]. No catalyst specified. The product is [OH:7][NH:8][C:9](=[O:40])[C@:10]([CH3:39])([S:35]([CH3:38])(=[O:37])=[O:36])[CH2:11][CH2:12][N:13]1[CH:18]=[CH:17][C:16]([C:19]2[CH:24]=[CH:23][C:22]([O:25][CH2:26][C@H:27]3[CH2:28][CH2:29][C@H:30]([OH:33])[CH2:31][CH2:32]3)=[CH:21][CH:20]=2)=[CH:15][C:14]1=[O:34]. The yield is 0.830. (6) The reactants are Cl.FC1C=C(C=CC=1)CN1C=C(C2C3C(=NC=C(C4C=CC(C5CCNCC5)=CC=4)C=3)N(S(C3C=CC(C)=CC=3)(=O)=O)C=2)C=N1.[F:46][C:47]1[C:48]([NH:87][C:88](=[O:94])[O:89][C:90]([CH3:93])([CH3:92])[CH3:91])=[N:49][CH:50]=[C:51]([C:53]2[CH:54]=[C:55]3[C:61]([C:62]4[C:63]([CH3:76])=[N:64][N:65]([CH2:68][C:69]5[CH:74]=[CH:73][CH:72]=[C:71]([F:75])[CH:70]=5)[C:66]=4[CH3:67])=[CH:60][N:59](S(C4C=CC(C)=CC=4)(=O)=O)[C:56]3=[N:57][CH:58]=2)[CH:52]=1.[OH-].[Li+]. The catalyst is C1COCC1.CO.O. The product is [F:46][C:47]1[C:48]([NH:87][C:88](=[O:94])[O:89][C:90]([CH3:92])([CH3:91])[CH3:93])=[N:49][CH:50]=[C:51]([C:53]2[CH:54]=[C:55]3[C:61]([C:62]4[C:63]([CH3:76])=[N:64][N:65]([CH2:68][C:69]5[CH:74]=[CH:73][CH:72]=[C:71]([F:75])[CH:70]=5)[C:66]=4[CH3:67])=[CH:60][NH:59][C:56]3=[N:57][CH:58]=2)[CH:52]=1. The yield is 0.915. (7) The yield is 0.890. The catalyst is C(O)C. The product is [NH2:19][C@@H:8]([C:4]1[CH:5]=[CH:6][CH:7]=[C:2]([Cl:1])[CH:3]=1)[CH2:9][N:10]([CH3:18])[C:11](=[O:17])[O:12][C:13]([CH3:15])([CH3:14])[CH3:16]. The reactants are [Cl:1][C:2]1[CH:3]=[C:4]([C@H:8]([N:19]2C(=O)C3C(=CC=CC=3)C2=O)[CH2:9][N:10]([CH3:18])[C:11](=[O:17])[O:12][C:13]([CH3:16])([CH3:15])[CH3:14])[CH:5]=[CH:6][CH:7]=1.O.NN. (8) The reactants are [S:1]1[CH:5]=[C:4]([C:6]2[N:15]=[C:14]([C:16]([OH:18])=O)[C:13]3[C:8](=[CH:9][CH:10]=[CH:11][CH:12]=3)[N:7]=2)[N:3]=[CH:2]1.Cl.[OH:20][C:21]1[C:30]([N:31]([CH3:33])[CH3:32])=[CH:29][CH:28]=[C:27]2[C:22]=1[CH2:23][CH2:24][NH:25][CH2:26]2. No catalyst specified. The product is [S:1]1[CH:5]=[C:4]([C:6]2[N:15]=[C:14]([C:16]([N:25]3[CH2:24][CH2:23][C:22]4[C:27](=[CH:28][CH:29]=[C:30]([N:31]([CH3:33])[CH3:32])[C:21]=4[OH:20])[CH2:26]3)=[O:18])[C:13]3[C:8](=[CH:9][CH:10]=[CH:11][CH:12]=3)[N:7]=2)[N:3]=[CH:2]1. The yield is 0.390. (9) The reactants are [C:1]1([C:22]2[CH:27]=[CH:26][CH:25]=[CH:24][CH:23]=2)[CH:6]=[CH:5][C:4]([C:7]2[N:8]=[C:9](/[CH:12]=[CH:13]/[C:14]3[CH:19]=[CH:18][C:17]([O:20][CH3:21])=[CH:16][CH:15]=3)[NH:10][CH:11]=2)=[CH:3][CH:2]=1.Br[CH2:29][C:30]([O:32][CH3:33])=[O:31]. No catalyst specified. The product is [CH3:33][O:32][C:30](=[O:31])[CH2:29][N:10]1[CH:11]=[C:7]([C:4]2[CH:5]=[CH:6][C:1]([C:22]3[CH:23]=[CH:24][CH:25]=[CH:26][CH:27]=3)=[CH:2][CH:3]=2)[N:8]=[C:9]1/[CH:12]=[CH:13]/[C:14]1[CH:19]=[CH:18][C:17]([O:20][CH3:21])=[CH:16][CH:15]=1. The yield is 0.880. (10) The reactants are Cl[C:2]1[CH:7]=[CH:6][C:5]([C:8]2[CH:13]=[CH:12][CH:11]=[C:10]([F:14])[CH:9]=2)=[CH:4][C:3]=1[O:15][CH2:16][C:17]#[N:18].COC1C=CC=C(OC)C=1C1C=CC=CC=1P(C1CCCCC1)C1CCCCC1.[B:48]1([B:48]2[O:52][C:51]([CH3:54])([CH3:53])[C:50]([CH3:56])([CH3:55])[O:49]2)[O:52][C:51]([CH3:54])([CH3:53])[C:50]([CH3:56])([CH3:55])[O:49]1.C([O-])(=O)C.[K+]. The catalyst is C1C=CC(/C=C/C(/C=C/C2C=CC=CC=2)=O)=CC=1.C1C=CC(/C=C/C(/C=C/C2C=CC=CC=2)=O)=CC=1.C1C=CC(/C=C/C(/C=C/C2C=CC=CC=2)=O)=CC=1.[Pd].[Pd].O1CCOCC1. The product is [F:14][C:10]1[CH:9]=[C:8]([C:5]2[CH:6]=[CH:7][C:2]([B:48]3[O:52][C:51]([CH3:54])([CH3:53])[C:50]([CH3:56])([CH3:55])[O:49]3)=[C:3]([O:15][CH2:16][C:17]#[N:18])[CH:4]=2)[CH:13]=[CH:12][CH:11]=1. The yield is 0.728.